From a dataset of Full USPTO retrosynthesis dataset with 1.9M reactions from patents (1976-2016). Predict the reactants needed to synthesize the given product. (1) Given the product [Br:1][C:2]1[CH:7]=[CH:6][CH:5]=[C:4]([CH3:8])[C:3]=1[CH2:9][C:10]1[NH:14][CH2:13][CH2:12][N:11]=1, predict the reactants needed to synthesize it. The reactants are: [Br:1][C:2]1[CH:7]=[CH:6][CH:5]=[C:4]([CH3:8])[C:3]=1[CH2:9][C:10]#[N:11].[CH2:12](N)[CH2:13][NH2:14]. (2) Given the product [CH2:12]([NH:4][C:3]1[CH:5]=[CH:6][CH:7]=[C:8]([N+:9]([O-:11])=[O:10])[C:2]=1[CH3:1])[C:13]1[CH:18]=[CH:17][CH:16]=[CH:15][CH:14]=1, predict the reactants needed to synthesize it. The reactants are: [CH3:1][C:2]1[C:8]([N+:9]([O-:11])=[O:10])=[CH:7][CH:6]=[CH:5][C:3]=1[NH2:4].[CH:12](=O)[C:13]1[CH:18]=[CH:17][CH:16]=[CH:15][CH:14]=1.C(O)(=O)C.C(O[BH-](OC(=O)C)OC(=O)C)(=O)C.[Na+].C([O-])(O)=O.[Na+]. (3) Given the product [CH3:26][C:11]([S:22]([CH3:25])(=[O:24])=[O:23])([CH2:10][CH2:9][C:6]1[CH:7]=[CH:8][C:3]([C:33]2[CH:34]=[CH:35][C:30]([N+:27]([O-:29])=[O:28])=[CH:31][CH:32]=2)=[CH:4][CH:5]=1)[C:12]([NH:14][O:15][CH:16]1[CH2:21][CH2:20][CH2:19][CH2:18][O:17]1)=[O:13], predict the reactants needed to synthesize it. The reactants are: O.Br[C:3]1[CH:8]=[CH:7][C:6]([CH2:9][CH2:10][C:11]([CH3:26])([S:22]([CH3:25])(=[O:24])=[O:23])[C:12]([NH:14][O:15][CH:16]2[CH2:21][CH2:20][CH2:19][CH2:18][O:17]2)=[O:13])=[CH:5][CH:4]=1.[N+:27]([C:30]1[CH:35]=[CH:34][C:33](B(O)O)=[CH:32][CH:31]=1)([O-:29])=[O:28].[F-].[Cs+]. (4) Given the product [CH3:43][S:44]([N:26]1[CH:25]=[C:24]([C:23]2[N:17]3[C:18]([CH:19]=[N:20][C:15]([NH:14][C:10]4[CH:11]=[CH:12][CH:13]=[C:8]([N:5]5[CH2:6][CH2:7][N:2]([CH3:1])[CH2:3][CH2:4]5)[CH:9]=4)=[N:16]3)=[CH:21][CH:22]=2)[CH:28]=[N:27]1)(=[O:46])=[O:45], predict the reactants needed to synthesize it. The reactants are: [CH3:1][N:2]1[CH2:7][CH2:6][N:5]([C:8]2[CH:9]=[C:10]([NH:14][C:15]3[N:20]=[CH:19][C:18]4=[CH:21][CH:22]=[C:23]([C:24]5[CH:25]=[N:26][NH:27][CH:28]=5)[N:17]4[N:16]=3)[CH:11]=[CH:12][CH:13]=2)[CH2:4][CH2:3]1.C(N(CC)C(C)C)(C)C.CN(C)C=O.[CH3:43][S:44](Cl)(=[O:46])=[O:45].